Task: Predict the reactants needed to synthesize the given product.. Dataset: Full USPTO retrosynthesis dataset with 1.9M reactions from patents (1976-2016) (1) Given the product [CH3:8][N:9]1[CH2:14][C:13]([N+:21]([O-:23])=[O:22])([C:15]2[CH:20]=[CH:19][CH:18]=[CH:17][CH:16]=2)[CH2:12][CH:11]([CH3:1])[C:10]1=[O:24], predict the reactants needed to synthesize it. The reactants are: [CH:1](NC(C)C)(C)C.[CH3:8][N:9]1[CH2:14][C:13]([N+:21]([O-:23])=[O:22])([C:15]2[CH:20]=[CH:19][CH:18]=[CH:17][CH:16]=2)[CH2:12][CH2:11][C:10]1=[O:24].CI. (2) Given the product [Br:1][C:2]1[C:3]([C@@H:9]([NH:19][C:20](=[O:26])[O:21][C:22]([CH3:25])([CH3:24])[CH3:23])[CH2:10][C:11]2[CH:16]=[C:15]([F:17])[CH:14]=[C:13]([F:18])[CH:12]=2)=[N:4][CH:5]=[C:6]([C:31]#[C:30][C:28]([OH:32])([CH3:29])[CH3:27])[CH:7]=1.[Br:1][C:2]1[C:3]([C@@H:9]([NH:19][C:20](=[O:26])[O:21][C:22]([CH3:24])([CH3:23])[CH3:25])[CH2:10][C:11]2[CH:12]=[C:13]([F:18])[CH:14]=[C:15]([F:17])[CH:16]=2)=[N:4][CH:5]=[C:6]([Br:8])[CH:7]=1, predict the reactants needed to synthesize it. The reactants are: [Br:1][C:2]1[C:3]([C@@H:9]([NH:19][C:20](=[O:26])[O:21][C:22]([CH3:25])([CH3:24])[CH3:23])[CH2:10][C:11]2[CH:16]=[C:15]([F:17])[CH:14]=[C:13]([F:18])[CH:12]=2)=[N:4][CH:5]=[C:6]([Br:8])[CH:7]=1.[CH3:27][C:28]([OH:32])([C:30]#[CH:31])[CH3:29].